Predict the reactants needed to synthesize the given product. From a dataset of Full USPTO retrosynthesis dataset with 1.9M reactions from patents (1976-2016). (1) Given the product [NH2:8][C:9]1[CH:10]=[C:11]([S:17]([N:20]2[C:26](=[O:27])[C:25]3[C:24](=[CH:23][C:22]([Cl:21])=[CH:37][CH:36]=3)[NH:38][C:39]2=[O:40])(=[O:18])=[O:19])[CH:12]=[CH:13][C:14]=1[O:15][CH3:16], predict the reactants needed to synthesize it. The reactants are: C(OC([NH:8][C:9]1[CH:10]=[C:11]([S:17]([NH2:20])(=[O:19])=[O:18])[CH:12]=[CH:13][C:14]=1[O:15][CH3:16])=O)(C)(C)C.[Cl:21][C:22]1[CH:23]=[C:24]([NH:38][C:39](OC2C=CC=CC=2)=[O:40])[C:25](=[CH:36][CH:37]=1)[C:26](OCC1C=CC=CC=1)=[O:27]. (2) Given the product [Br:20][C:17]1[CH:16]=[CH:15][C:14]([F:13])=[C:19]([C:23](=[O:24])[C:22]([F:29])([F:28])[F:21])[CH:18]=1, predict the reactants needed to synthesize it. The reactants are: C(NC(C)C)(C)C.C([Li])CCC.[F:13][C:14]1[CH:19]=[CH:18][C:17]([Br:20])=[CH:16][CH:15]=1.[F:21][C:22]([F:29])([F:28])[C:23](OCC)=[O:24].[Cl-].[NH4+].